This data is from Full USPTO retrosynthesis dataset with 1.9M reactions from patents (1976-2016). The task is: Predict the reactants needed to synthesize the given product. (1) Given the product [CH2:25]([O:24][C:22]([C@H:21]1[CH2:27][CH2:28][CH2:29][N:19]([C:13]([C:11]2[S:12][C:8]([C:5]3[C:4]([CH3:16])=[C:3]([C:2]([F:1])([F:18])[F:17])[O:7][N:6]=3)=[CH:9][CH:10]=2)=[O:15])[CH2:20]1)=[O:23])[CH3:26], predict the reactants needed to synthesize it. The reactants are: [F:1][C:2]([F:18])([F:17])[C:3]1[O:7][N:6]=[C:5]([C:8]2[S:12][C:11]([C:13]([OH:15])=O)=[CH:10][CH:9]=2)[C:4]=1[CH3:16].[NH:19]1[CH2:29][CH2:28][CH2:27][C@H:21]([C:22]([O:24][CH2:25][CH3:26])=[O:23])[CH2:20]1. (2) Given the product [CH3:1][C:2]1[CH:3]=[C:4]([CH:14]=[CH:15][CH:16]=1)[O:5][C:6]1[CH:13]=[CH:12][C:9]([CH2:10][NH2:11])=[CH:8][CH:7]=1, predict the reactants needed to synthesize it. The reactants are: [CH3:1][C:2]1[CH:3]=[C:4]([CH:14]=[CH:15][CH:16]=1)[O:5][C:6]1[CH:13]=[CH:12][C:9]([C:10]#[N:11])=[CH:8][CH:7]=1.[H-].[Al+3].[Li+].[H-].[H-].[H-].O.[OH-].[Na+]. (3) The reactants are: Cl.[C@@H:2]12[NH:9][C@@H:6](C[CH2:8]1)[CH2:5][N:4]([CH2:10][C@@H:11]([C:13]1[C:14]([CH3:23])=[C:15]3[C:19](=[CH:20][CH:21]=1)[C:18](=[O:22])[O:17][CH2:16]3)[OH:12])[CH2:3]2.[N:24]1([C:29]2[CH:34]=[CH:33][C:32]([S:35](Cl)(=[O:37])=[O:36])=[CH:31][CH:30]=2)[CH:28]=[N:27][N:26]=[N:25]1. Given the product [OH:12][C@H:11]([C:13]1[C:14]([CH3:23])=[C:15]2[C:19](=[CH:20][CH:21]=1)[C:18](=[O:22])[O:17][CH2:16]2)[CH2:10][N:4]1[CH2:3][C@@H:2]2[CH2:8][C@H:5]1[CH2:6][N:9]2[S:35]([C:32]1[CH:33]=[CH:34][C:29]([N:24]2[CH:28]=[N:27][N:26]=[N:25]2)=[CH:30][CH:31]=1)(=[O:37])=[O:36], predict the reactants needed to synthesize it. (4) Given the product [NH2:1][C:2]1[N:10]=[C:9]([O:11][CH2:12][CH2:13][CH2:14][CH3:15])[N:8]=[C:7]2[C:3]=1[NH:4][C:5](=[O:38])[N:6]2[CH2:16][CH2:17][CH2:18][N:19]([CH2:26][C:27]1[CH:32]=[CH:31][CH:30]=[C:29]([CH2:33][C:34]([O:36][CH3:37])=[O:35])[CH:28]=1)[CH:20]1[CH2:25][CH2:24][N:23]([CH2:47][CH2:46][CH2:45][C:44]([O:43][C:39]([CH3:42])([CH3:41])[CH3:40])=[O:49])[CH2:22][CH2:21]1, predict the reactants needed to synthesize it. The reactants are: [NH2:1][C:2]1[N:10]=[C:9]([O:11][CH2:12][CH2:13][CH2:14][CH3:15])[N:8]=[C:7]2[C:3]=1[NH:4][C:5](=[O:38])[N:6]2[CH2:16][CH2:17][CH2:18][N:19]([CH2:26][C:27]1[CH:28]=[C:29]([CH2:33][C:34]([O:36][CH3:37])=[O:35])[CH:30]=[CH:31][CH:32]=1)[CH:20]1[CH2:25][CH2:24][NH:23][CH2:22][CH2:21]1.[C:39]([O:43][C:44](=[O:49])[CH2:45][CH2:46][CH2:47]Br)([CH3:42])([CH3:41])[CH3:40].